This data is from Full USPTO retrosynthesis dataset with 1.9M reactions from patents (1976-2016). The task is: Predict the reactants needed to synthesize the given product. (1) Given the product [CH3:15][O:16][C:17]1[CH:18]=[C:19]([CH:22]=[CH:23][CH:24]=1)[CH2:20][NH:21][C:12]([C:7]1[CH:6]=[CH:5][C:4]2[C:9](=[CH:10][CH:11]=[C:2]([OH:1])[CH:3]=2)[CH:8]=1)=[O:14], predict the reactants needed to synthesize it. The reactants are: [OH:1][C:2]1[CH:3]=[C:4]2[C:9](=[CH:10][CH:11]=1)[CH:8]=[C:7]([C:12]([OH:14])=O)[CH:6]=[CH:5]2.[CH3:15][O:16][C:17]1[CH:18]=[C:19]([CH:22]=[CH:23][CH:24]=1)[CH2:20][NH2:21]. (2) Given the product [C:1]([C:3]1[CH:4]=[C:5]([CH2:16][NH:17][C:18]2[C:19]([F:32])=[C:20]([CH:28]=[CH:29][C:30]=2[F:31])[O:21][CH2:22][C:23]([OH:25])=[O:24])[CH:6]=[C:7]([C:9]2[CH:14]=[CH:13][CH:12]=[C:11]([F:15])[CH:10]=2)[CH:8]=1)(=[O:34])[NH2:2], predict the reactants needed to synthesize it. The reactants are: [C:1]([C:3]1[CH:4]=[C:5]([CH2:16][NH:17][C:18]2[C:19]([F:32])=[C:20]([CH:28]=[CH:29][C:30]=2[F:31])[O:21][CH2:22][C:23]([O:25]CC)=[O:24])[CH:6]=[C:7]([C:9]2[CH:14]=[CH:13][CH:12]=[C:11]([F:15])[CH:10]=2)[CH:8]=1)#[N:2].C([O-])([O-])=[O:34].[K+].[K+].OO.Cl.